Dataset: Forward reaction prediction with 1.9M reactions from USPTO patents (1976-2016). Task: Predict the product of the given reaction. (1) Given the reactants NC1(C2C=CC(C3C(=O)C4C(=CC=C(F)C=4)OC=3C3C=CC=CC=3)=CC=2)CCC1.C(OC(=O)[NH:36][C:37]1([C:41]2[CH:46]=[CH:45][C:44]([C:47]3[C:60](=[O:61])[C:59]4[CH:58]=[C:57]5[C:52]([O:53][CH2:54][CH2:55][O:56]5)=[CH:51][C:50]=4[O:49][C:48]=3[C:62]3[CH:67]=[CH:66][CH:65]=[CH:64][CH:63]=3)=[CH:43][CH:42]=2)[CH2:40][CH2:39][CH2:38]1)(C)(C)C, predict the reaction product. The product is: [NH2:36][C:37]1([C:41]2[CH:42]=[CH:43][C:44]([C:47]3[C:60](=[O:61])[C:59]4[CH:58]=[C:57]5[C:52]([O:53][CH2:54][CH2:55][O:56]5)=[CH:51][C:50]=4[O:49][C:48]=3[C:62]3[CH:67]=[CH:66][CH:65]=[CH:64][CH:63]=3)=[CH:45][CH:46]=2)[CH2:40][CH2:39][CH2:38]1. (2) Given the reactants [F:1][CH:2]([F:27])[O:3][C:4]1[CH:9]=[CH:8][C:7]([C:10]2[O:11][CH:12]=[C:13]([CH2:15][CH2:16][C:17]([C:19]3[C:24]([CH3:25])=[CH:23][CH:22]=[CH:21][N:20]=3)=[O:18])[N:14]=2)=[CH:6][C:5]=1[OH:26].[CH2:28]1[CH2:38]CN2C(=NCCC2)C[CH2:29]1.BrC(C)C.O, predict the reaction product. The product is: [F:27][CH:2]([F:1])[O:3][C:4]1[CH:9]=[CH:8][C:7]([C:10]2[O:11][CH:12]=[C:13]([CH2:15][CH2:16][C:17]([C:19]3[C:24]([CH3:25])=[CH:23][CH:22]=[CH:21][N:20]=3)=[O:18])[N:14]=2)=[CH:6][C:5]=1[O:26][CH:28]([CH3:38])[CH3:29]. (3) Given the reactants [C:1]([O:5][C:6]([N:8]1[CH2:13][CH2:12][CH:11]([C:14]2[O:23][C:17]3=[CH:18][N:19]=[C:20](Cl)[CH:21]=[C:16]3[CH:15]=2)[CH2:10][CH2:9]1)=[O:7])([CH3:4])([CH3:3])[CH3:2].CC1(C)C(C)(C)OB([C:32]2[O:36][C:35]([Si:37]([CH:44]([CH3:46])[CH3:45])([CH:41]([CH3:43])[CH3:42])[CH:38]([CH3:40])[CH3:39])=[N:34][CH:33]=2)O1.C([O-])([O-])=O.[Na+].[Na+], predict the reaction product. The product is: [C:1]([O:5][C:6]([N:8]1[CH2:13][CH2:12][CH:11]([C:14]2[O:23][C:17]3=[CH:18][N:19]=[C:20]([C:32]4[O:36][C:35]([Si:37]([CH:41]([CH3:43])[CH3:42])([CH:44]([CH3:46])[CH3:45])[CH:38]([CH3:39])[CH3:40])=[N:34][CH:33]=4)[CH:21]=[C:16]3[CH:15]=2)[CH2:10][CH2:9]1)=[O:7])([CH3:4])([CH3:3])[CH3:2]. (4) Given the reactants [C:1]([C:5]1[N:10]=[C:9]([N:11]2[CH2:16][CH2:15][N:14]([CH2:17][C@@H:18]([CH3:24])[CH2:19][O:20]C(=O)C)[CH2:13][CH2:12]2)[CH:8]=[C:7]([CH:25]2[CH2:28][CH2:27][CH2:26]2)[N:6]=1)([CH3:4])([CH3:3])[CH3:2].[OH-].[Na+].ClCCl, predict the reaction product. The product is: [C:1]([C:5]1[N:10]=[C:9]([N:11]2[CH2:12][CH2:13][N:14]([CH2:17][C@@H:18]([CH3:24])[CH2:19][OH:20])[CH2:15][CH2:16]2)[CH:8]=[C:7]([CH:25]2[CH2:28][CH2:27][CH2:26]2)[N:6]=1)([CH3:2])([CH3:3])[CH3:4]. (5) Given the reactants Cl.[NH:2]1[C:10]2[C:5](=[CH:6][CH:7]=[CH:8][CH:9]=2)[CH:4]=[CH:3]1.ClN1C(=O)CCC1=O, predict the reaction product. The product is: [NH:2]1[C:10]2[C:5](=[CH:6][CH:7]=[CH:8][CH:9]=2)[CH:4]=[CH:3]1.